From a dataset of Forward reaction prediction with 1.9M reactions from USPTO patents (1976-2016). Predict the product of the given reaction. Given the reactants Cl[C:2]1[C:3]([N+:9]([O-])=O)=[C:4]([CH3:8])[CH:5]=[CH:6][CH:7]=1.[C:12]1([NH:18][C:19](=O)[CH3:20])[CH:17]=[CH:16][CH:15]=[CH:14][CH:13]=1, predict the reaction product. The product is: [CH3:20][C:19]1[N:18]([C:12]2[CH:17]=[CH:16][CH:15]=[CH:14][CH:13]=2)[C:2]2[CH:7]=[CH:6][CH:5]=[C:4]([CH3:8])[C:3]=2[N:9]=1.